Dataset: Reaction yield outcomes from USPTO patents with 853,638 reactions. Task: Predict the reaction yield, written as a fraction of the theoretical maximum amount of product (1.0 means a 100% yield; for example, 0.34 means a 34% yield). (1) The reactants are [O:1]1[CH2:5][CH2:4][O:3][CH:2]1[C:6]1[S:7][CH:8]=[CH:9][N:10]=1.CCCCCC.C([Li])CCC.CN(C)[CH:24]=[O:25].C(O)(=O)CC(CC(O)=O)(C(O)=O)O. The catalyst is O1CCCC1. The product is [O:1]1[CH2:5][CH2:4][O:3][CH:2]1[C:6]1[S:7][C:8]([CH:24]=[O:25])=[CH:9][N:10]=1. The yield is 0.560. (2) The reactants are [C:1]([O:5][C:6]([N:8]1[CH2:13][CH2:12][CH2:11][C@H:10]([CH2:14][O:15][C:16]2[CH:21]=[CH:20][CH:19]=[CH:18][C:17]=2[O:22]CC2C=CC=CC=2)[CH2:9]1)=[O:7])([CH3:4])([CH3:3])[CH3:2]. The catalyst is C(O)C.[Pd]. The product is [C:1]([O:5][C:6]([N:8]1[CH2:13][CH2:12][CH2:11][C@H:10]([CH2:14][O:15][C:16]2[CH:21]=[CH:20][CH:19]=[CH:18][C:17]=2[OH:22])[CH2:9]1)=[O:7])([CH3:4])([CH3:2])[CH3:3]. The yield is 0.970. (3) The reactants are Cl.CO[CH:4]([O:21]C)[CH2:5][NH:6][C:7]([C:9]1[NH:10][C:11]2[C:16]([CH:17]=1)=[CH:15][C:14]([N+:18]([O-:20])=[O:19])=[CH:13][CH:12]=2)=[O:8]. The catalyst is CC(C)=O. The product is [OH:21][CH:4]1[N:10]2[C:11]3[CH:12]=[CH:13][C:14]([N+:18]([O-:20])=[O:19])=[CH:15][C:16]=3[CH:17]=[C:9]2[C:7](=[O:8])[NH:6][CH2:5]1. The yield is 0.970. (4) The reactants are [CH3:1][N:2]1[CH:6]=[C:5]([CH:7]=O)[CH:4]=[N:3]1.C(O)(=O)[CH2:10][C:11]([OH:13])=[O:12].N.Cl. The catalyst is N1CCCCC1.O.N1C=CC=CC=1. The product is [CH3:1][N:2]1[CH:6]=[C:5](/[CH:7]=[CH:10]/[C:11]([OH:13])=[O:12])[CH:4]=[N:3]1. The yield is 0.405. (5) The reactants are C(=O)([O-])[O-].[K+].[K+].[CH3:7][O:8][C:9](=[O:19])[CH:10]([C:12]1[CH:17]=[CH:16][C:15]([OH:18])=[CH:14][CH:13]=1)[OH:11].[Cl:20][C:21]1[CH:22]=[C:23]([CH:26]=[CH:27][C:28]=1[Cl:29])[CH2:24]Cl.[I-].[K+]. The catalyst is CN(C=O)C. The product is [CH3:7][O:8][C:9](=[O:19])[CH:10]([C:12]1[CH:17]=[CH:16][C:15]([O:18][CH2:24][C:23]2[CH:26]=[CH:27][C:28]([Cl:29])=[C:21]([Cl:20])[CH:22]=2)=[CH:14][CH:13]=1)[OH:11]. The yield is 0.620. (6) The product is [NH2:17][C:18]1[N:19]=[C:20]([O:1][CH:2]2[CH2:3][CH2:4][N:5]([C:8]([O:10][C:11]([CH3:14])([CH3:13])[CH3:12])=[O:9])[CH2:6][CH2:7]2)[CH:21]=[CH:22][C:23]=1[N+:24]([O-:26])=[O:25]. The catalyst is CN(C=O)C. The reactants are [OH:1][CH:2]1[CH2:7][CH2:6][N:5]([C:8]([O:10][C:11]([CH3:14])([CH3:13])[CH3:12])=[O:9])[CH2:4][CH2:3]1.[H-].[Na+].[NH2:17][C:18]1[C:23]([N+:24]([O-:26])=[O:25])=[CH:22][CH:21]=[C:20](Cl)[N:19]=1. The yield is 0.320. (7) The reactants are [Cl:1][C:2]1[CH:3]=[C:4]([N:8]2[N:12]=[N:11][C:10](C=CC3C=CC=CC=3)=[N:9]2)[CH:5]=[CH:6][CH:7]=1.[C:21](O)(=O)[CH2:22][C:23]([CH2:28][C:29]([OH:31])=O)([C:25](O)=O)O.[C:34](O)(C)(C)[CH3:35].C[N+]1([O-])CC[O:43]CC1. The catalyst is O. The product is [Cl:1][C:2]1[CH:3]=[C:4]([N:8]2[N:12]=[N:11][C:10]([CH:29]([OH:31])[CH:28]([C:23]3[CH:22]=[CH:21][CH:35]=[CH:34][CH:25]=3)[OH:43])=[N:9]2)[CH:5]=[CH:6][CH:7]=1. The yield is 0.680. (8) The reactants are [N:1]1[CH:6]=[CH:5][CH:4]=[CH:3][C:2]=1[NH:7][CH2:8][CH2:9][CH2:10][O:11][C:12]1[CH:13]=[C:14]2[C:18](=[CH:19][CH:20]=1)[NH:17][C:16]([CH:21]1[CH2:23][CH:22]1[C:24]([O:26]CC)=[O:25])=[CH:15]2.[OH-].[Na+].Cl.[CH3:32]O. The catalyst is O. The product is [N:1]1[CH:6]=[CH:5][CH:4]=[CH:3][C:2]=1[NH:7][CH2:8][CH2:9][CH2:10][O:11][C:12]1[CH:13]=[C:14]2[C:18](=[CH:19][CH:20]=1)[NH:17][C:16]([C@@H:21]1[CH2:32][C@H:23]1[CH2:22][C:24]([OH:26])=[O:25])=[CH:15]2. The yield is 0.570. (9) The reactants are [CH3:1][O:2][C:3](=[O:10])[C:4]1[CH:9]=[CH:8][CH:7]=[CH:6][CH:5]=1.COC([C:15]1[CH:16]=[C:17](B(O)O)[CH:18]=[CH:19][CH:20]=1)=O. No catalyst specified. The product is [CH3:1][O:2][C:3]([C:4]1[CH:9]=[C:8]([C:15]2[CH:16]=[CH:17][CH:18]=[CH:19][CH:20]=2)[CH:7]=[CH:6][CH:5]=1)=[O:10]. The yield is 0.480.